This data is from Reaction yield outcomes from USPTO patents with 853,638 reactions. The task is: Predict the reaction yield, written as a fraction of the theoretical maximum amount of product (1.0 means a 100% yield; for example, 0.34 means a 34% yield). (1) The reactants are [NH2:1][CH2:2][C:3]1[C:4]([CH3:12])=[N:5][C:6]([O:10][CH3:11])=[CH:7][C:8]=1[OH:9].Cl[C:14]1[C:15]2[C:16](=[N:20][N:21]([CH2:23][C:24]3[CH:29]=[CH:28][C:27]([CH2:30][N:31]4[CH:35]=[CH:34][CH:33]=[N:32]4)=[CH:26][CH:25]=3)[CH:22]=2)[N:17]=[CH:18][N:19]=1.CCN(C(C)C)C(C)C. The catalyst is CC(N(C)C)=O. The product is [CH3:11][O:10][C:6]1[N:5]=[C:4]([CH3:12])[C:3]([CH2:2][NH:1][C:14]2[C:15]3[C:16](=[N:20][N:21]([CH2:23][C:24]4[CH:25]=[CH:26][C:27]([CH2:30][N:31]5[CH:35]=[CH:34][CH:33]=[N:32]5)=[CH:28][CH:29]=4)[CH:22]=3)[N:17]=[CH:18][N:19]=2)=[C:8]([OH:9])[CH:7]=1. The yield is 0.210. (2) The reactants are C[O:2][C:3]([C:5]1[CH:6]=[C:7]2[C:11](=[CH:12][CH:13]=1)[NH:10][CH:9]=[C:8]2[CH2:14][N:15]1[CH2:20][CH2:19][CH2:18][CH2:17][CH2:16]1)=[O:4].[OH-].[K+:22]. The catalyst is CC(O)C. The product is [N:15]1([CH2:14][C:8]2[C:7]3[C:11](=[CH:12][CH:13]=[C:5]([C:3]([O-:4])=[O:2])[CH:6]=3)[NH:10][CH:9]=2)[CH2:20][CH2:19][CH2:18][CH2:17][CH2:16]1.[K+:22]. The yield is 1.00. (3) The reactants are F[C:2]1[CH:11]=[CH:10][C:5]([C:6]([O:8][CH3:9])=[O:7])=[CH:4][C:3]=1[N+:12]([O-:14])=[O:13].[NH:15]1[CH2:20][CH2:19][CH2:18][CH2:17][CH:16]1[C:21]([O:23][CH3:24])=[O:22].C([O-])([O-])=O.[Cs+].[Cs+]. The catalyst is CN(C=O)C. The product is [CH3:9][O:8][C:6]([C:5]1[CH:10]=[CH:11][C:2]([N:15]2[CH2:20][CH2:19][CH2:18][CH2:17][CH:16]2[C:21]([O:23][CH3:24])=[O:22])=[C:3]([N+:12]([O-:14])=[O:13])[CH:4]=1)=[O:7]. The yield is 0.900. (4) The reactants are [C:1]1([NH:7][C:8]2[C:13]([NH2:14])=[CH:12][CH:11]=[CH:10][C:9]=2[C:15]2[CH:20]=[CH:19][CH:18]=[CH:17][CH:16]=2)[CH:6]=[CH:5][CH:4]=[CH:3][CH:2]=1.[CH:21](=O)[C:22]1[CH:27]=[CH:26][CH:25]=[CH:24][CH:23]=1.S(=O)(O)[O-].[Na+].[Li+].[Cl-]. The catalyst is CN(C=O)C. The product is [C:1]1([N:7]2[C:8]3[C:9]([C:15]4[CH:20]=[CH:19][CH:18]=[CH:17][CH:16]=4)=[CH:10][CH:11]=[CH:12][C:13]=3[N:14]=[C:21]2[C:22]2[CH:27]=[CH:26][CH:25]=[CH:24][CH:23]=2)[CH:6]=[CH:5][CH:4]=[CH:3][CH:2]=1. The yield is 0.850. (5) The reactants are [CH:1](=[O:8])[C:2]1[CH:7]=[CH:6][CH:5]=[CH:4][CH:3]=1.[N+:9]([CH2:12][CH3:13])([O-:11])=[O:10].O. The catalyst is O1CCCC1.C(O)(C)(C)C.CC(C)([O-])C.[K+]. The product is [N+:9]([CH:12]([CH3:13])[CH:1]([C:2]1[CH:7]=[CH:6][CH:5]=[CH:4][CH:3]=1)[OH:8])([O-:11])=[O:10]. The yield is 0.930. (6) The reactants are [C:1]([O:4][C@H:5]1[C@@H:18]([O:19][C:20](=[O:22])[CH3:21])[C@H:17]([O:23][C:24](=[O:26])[CH3:25])[C@@H:16]([CH2:27][O:28][C:29](=[O:31])[CH3:30])[O:15][C@@H:6]1[O:7][C:8]1[CH:13]=[CH:12][C:11](I)=[CH:10][CH:9]=1)(=[O:3])[CH3:2].C([O-])([O-])=O.[Cs+].[Cs+].[N+:38]([C:41]1[CH:42]=[C:43]2[C:47](=[CH:48][CH:49]=1)[NH:46][CH2:45][CH2:44]2)([O-:40])=[O:39]. The catalyst is C1(C)C=CC=CC=1.C1C=CC(/C=C/C(/C=C/C2C=CC=CC=2)=O)=CC=1.C1C=CC(/C=C/C(/C=C/C2C=CC=CC=2)=O)=CC=1.C1C=CC(/C=C/C(/C=C/C2C=CC=CC=2)=O)=CC=1.[Pd].[Pd].CC(C1C=C(C(C)C)C(C2C=CC=CC=2P(C2CCCCC2)C2CCCCC2)=C(C(C)C)C=1)C. The product is [C:1]([O:4][C@H:5]1[C@@H:18]([O:19][C:20](=[O:22])[CH3:21])[C@H:17]([O:23][C:24](=[O:26])[CH3:25])[C@@H:16]([CH2:27][O:28][C:29](=[O:31])[CH3:30])[O:15][C@@H:6]1[O:7][C:8]1[CH:13]=[CH:12][C:11]([N:46]2[C:47]3[C:43](=[CH:42][C:41]([N+:38]([O-:40])=[O:39])=[CH:49][CH:48]=3)[CH2:44][CH2:45]2)=[CH:10][CH:9]=1)(=[O:3])[CH3:2]. The yield is 0.750. (7) The reactants are [CH:1]1([N:7]2[C:12]([OH:13])=[C:11]([C:14]([NH:16][CH2:17][C:18]([O:20]CC)=[O:19])=[O:15])[C:10](=[O:23])[NH:9][C:8]2=[O:24])[CH2:6][CH2:5][CH2:4][CH2:3][CH2:2]1.C(=O)([O-])[O-].[K+].[K+].[Br:31][C:32]1[CH:39]=[CH:38][C:37]([O:40][CH3:41])=[CH:36][C:33]=1[CH2:34]Br.Cl. The catalyst is CC(N(C)C)=O. The product is [Br:31][C:32]1[CH:39]=[CH:38][C:37]([O:40][CH3:41])=[CH:36][C:33]=1[CH2:34][N:9]1[C:10](=[O:23])[C:11]([C:14]([NH:16][CH2:17][C:18]([OH:20])=[O:19])=[O:15])=[C:12]([OH:13])[N:7]([CH:1]2[CH2:6][CH2:5][CH2:4][CH2:3][CH2:2]2)[C:8]1=[O:24]. The yield is 0.290.